Dataset: Forward reaction prediction with 1.9M reactions from USPTO patents (1976-2016). Task: Predict the product of the given reaction. (1) Given the reactants [Cl:1][C:2]1[CH:26]=[CH:25][C:5]([CH2:6][N:7]2[C:15]3[C:10](=[CH:11][C:12](/[CH:16]=[C:17]4/[C:18](=[O:23])[NH:19][C:20](=[O:22])[S:21]/4)=[CH:13][CH:14]=3)[C:9]([CH3:24])=[N:8]2)=[C:4]([C:27]([F:30])([F:29])[F:28])[CH:3]=1.[C:31]([O:35][C:36]([N:38]1[CH2:43][CH2:42][C@H:41](O)[C@H:40]([F:45])[CH2:39]1)=[O:37])([CH3:34])([CH3:33])[CH3:32], predict the reaction product. The product is: [C:31]([O:35][C:36]([N:38]1[CH2:43][CH2:42][C@@H:41]([N:19]2[C:18](=[O:23])[C:17](=[CH:16][C:12]3[CH:11]=[C:10]4[C:15](=[CH:14][CH:13]=3)[N:7]([CH2:6][C:5]3[CH:25]=[CH:26][C:2]([Cl:1])=[CH:3][C:4]=3[C:27]([F:28])([F:30])[F:29])[N:8]=[C:9]4[CH3:24])[S:21][C:20]2=[O:22])[C@H:40]([F:45])[CH2:39]1)=[O:37])([CH3:34])([CH3:32])[CH3:33]. (2) Given the reactants [CH2:1]([O:3][C:4]([C:6]1[CH:11]=[CH:10][CH:9]=[C:8](Br)[N:7]=1)=[O:5])[CH3:2].[CH:13]([Si:16]([CH:21]([CH3:23])[CH3:22])([CH:18]([CH3:20])[CH3:19])[SH:17])([CH3:15])[CH3:14], predict the reaction product. The product is: [CH2:1]([O:3][C:4]([C:6]1[CH:11]=[CH:10][CH:9]=[C:8]([S:17][Si:16]([CH:18]([CH3:20])[CH3:19])([CH:21]([CH3:23])[CH3:22])[CH:13]([CH3:14])[CH3:15])[N:7]=1)=[O:5])[CH3:2]. (3) Given the reactants [O:1]1[C:10]2[C:5](=[CH:6][CH:7]=[CH:8][CH:9]=2)[C:4](=O)[CH2:3][CH2:2]1.C([O-])(=O)C.[Na+].Cl.[OH:18][NH2:19].C(=O)(O)[O-].[Na+], predict the reaction product. The product is: [O:1]1[C:10]2[C:5](=[CH:6][CH:7]=[CH:8][CH:9]=2)/[C:4](=[N:19]/[OH:18])/[CH2:3][CH2:2]1. (4) Given the reactants [CH3:1][O:2][C:3]1[CH:4]=[C:5]([CH:8]=[CH:9][C:10]=1[O:11][CH3:12])[CH2:6][NH2:7].C(N(CC)CC)C.[C:20](Cl)(=[O:27])[C:21]1[CH:26]=[CH:25][CH:24]=[CH:23][CH:22]=1, predict the reaction product. The product is: [C:20]([NH:7][CH2:6][C:5]1[CH:8]=[CH:9][C:10]([O:11][CH3:12])=[C:3]([O:2][CH3:1])[CH:4]=1)(=[O:27])[C:21]1[CH:26]=[CH:25][CH:24]=[CH:23][CH:22]=1.